This data is from NCI-60 drug combinations with 297,098 pairs across 59 cell lines. The task is: Regression. Given two drug SMILES strings and cell line genomic features, predict the synergy score measuring deviation from expected non-interaction effect. (1) Synergy scores: CSS=25.9, Synergy_ZIP=-6.26, Synergy_Bliss=-1.39, Synergy_Loewe=1.21, Synergy_HSA=1.48. Drug 1: COC1=C(C=C2C(=C1)N=CN=C2NC3=CC(=C(C=C3)F)Cl)OCCCN4CCOCC4. Drug 2: CN(CC1=CN=C2C(=N1)C(=NC(=N2)N)N)C3=CC=C(C=C3)C(=O)NC(CCC(=O)O)C(=O)O. Cell line: HOP-92. (2) Cell line: SW-620. Drug 2: CCCCC(=O)OCC(=O)C1(CC(C2=C(C1)C(=C3C(=C2O)C(=O)C4=C(C3=O)C=CC=C4OC)O)OC5CC(C(C(O5)C)O)NC(=O)C(F)(F)F)O. Drug 1: CC1=C(C=C(C=C1)NC(=O)C2=CC=C(C=C2)CN3CCN(CC3)C)NC4=NC=CC(=N4)C5=CN=CC=C5. Synergy scores: CSS=46.5, Synergy_ZIP=3.26, Synergy_Bliss=0.527, Synergy_Loewe=-18.7, Synergy_HSA=-2.01. (3) Drug 1: COC1=NC(=NC2=C1N=CN2C3C(C(C(O3)CO)O)O)N. Drug 2: CCN(CC)CCNC(=O)C1=C(NC(=C1C)C=C2C3=C(C=CC(=C3)F)NC2=O)C. Cell line: SK-MEL-5. Synergy scores: CSS=-3.42, Synergy_ZIP=4.00, Synergy_Bliss=3.61, Synergy_Loewe=-1.60, Synergy_HSA=-2.77. (4) Drug 1: CC=C1C(=O)NC(C(=O)OC2CC(=O)NC(C(=O)NC(CSSCCC=C2)C(=O)N1)C(C)C)C(C)C. Drug 2: C1=NC2=C(N1)C(=S)N=CN2. Cell line: LOX IMVI. Synergy scores: CSS=22.1, Synergy_ZIP=3.28, Synergy_Bliss=4.74, Synergy_Loewe=-1.55, Synergy_HSA=-0.581. (5) Drug 1: CCC1=CC2CC(C3=C(CN(C2)C1)C4=CC=CC=C4N3)(C5=C(C=C6C(=C5)C78CCN9C7C(C=CC9)(C(C(C8N6C)(C(=O)OC)O)OC(=O)C)CC)OC)C(=O)OC.C(C(C(=O)O)O)(C(=O)O)O. Drug 2: CCC1=C2CN3C(=CC4=C(C3=O)COC(=O)C4(CC)O)C2=NC5=C1C=C(C=C5)O. Cell line: RXF 393. Synergy scores: CSS=26.9, Synergy_ZIP=-11.4, Synergy_Bliss=-8.46, Synergy_Loewe=-5.21, Synergy_HSA=-3.51. (6) Drug 1: CC1C(C(CC(O1)OC2CC(OC(C2O)C)OC3=CC4=CC5=C(C(=O)C(C(C5)C(C(=O)C(C(C)O)O)OC)OC6CC(C(C(O6)C)O)OC7CC(C(C(O7)C)O)OC8CC(C(C(O8)C)O)(C)O)C(=C4C(=C3C)O)O)O)O. Drug 2: CNC(=O)C1=NC=CC(=C1)OC2=CC=C(C=C2)NC(=O)NC3=CC(=C(C=C3)Cl)C(F)(F)F. Cell line: SR. Synergy scores: CSS=37.9, Synergy_ZIP=-6.60, Synergy_Bliss=-11.1, Synergy_Loewe=-20.7, Synergy_HSA=-12.0. (7) Drug 1: COC1=NC(=NC2=C1N=CN2C3C(C(C(O3)CO)O)O)N. Drug 2: C1CC(=O)NC(=O)C1N2C(=O)C3=CC=CC=C3C2=O. Cell line: HCC-2998. Synergy scores: CSS=11.3, Synergy_ZIP=1.88, Synergy_Bliss=-4.87, Synergy_Loewe=-2.58, Synergy_HSA=-5.54. (8) Drug 1: CN1C2=C(C=C(C=C2)N(CCCl)CCCl)N=C1CCCC(=O)O.Cl. Drug 2: CC1CCCC2(C(O2)CC(NC(=O)CC(C(C(=O)C(C1O)C)(C)C)O)C(=CC3=CSC(=N3)C)C)C. Cell line: RXF 393. Synergy scores: CSS=13.0, Synergy_ZIP=-8.64, Synergy_Bliss=-6.81, Synergy_Loewe=-31.9, Synergy_HSA=-6.59.